From a dataset of Reaction yield outcomes from USPTO patents with 853,638 reactions. Predict the reaction yield, written as a fraction of the theoretical maximum amount of product (1.0 means a 100% yield; for example, 0.34 means a 34% yield). (1) The reactants are C[O:2][C:3](=[O:21])[CH2:4][CH2:5][CH2:6][CH2:7][N:8]1[C:12]([C:13]2[CH:18]=[CH:17][CH:16]=[CH:15][C:14]=2[O:19]C)=[CH:11][N:10]=[N:9]1.Br.[OH-].[Na+]. The catalyst is C(O)(=O)C. The product is [OH:19][C:14]1[CH:15]=[CH:16][CH:17]=[CH:18][C:13]=1[C:12]1[N:8]([CH2:7][CH2:6][CH2:5][CH2:4][C:3]([OH:21])=[O:2])[N:9]=[N:10][CH:11]=1. The yield is 0.800. (2) The reactants are S(=O)(=O)(O)O.[Br:6][C:7]1[CH:11]=[C:10]([Br:12])[S:9][C:8]=1[C:13]([O:15][CH2:16][CH3:17])=[O:14].[N+:18]([O-])([OH:20])=[O:19]. No catalyst specified. The product is [Br:6][C:7]1[C:11]([N+:18]([O-:20])=[O:19])=[C:10]([Br:12])[S:9][C:8]=1[C:13]([O:15][CH2:16][CH3:17])=[O:14]. The yield is 0.595. (3) The reactants are Cl.[Cl:2][C:3]1[CH:8]=[CH:7][C:6]([C:9]2[CH:14]=[CH:13][N:12]=[C:11]([NH:15][C:16]3[CH:21]=[CH:20][C:19]([C:22]([N:24]4[CH2:29][CH2:28][CH:27]([NH2:30])[CH2:26][CH2:25]4)=[O:23])=[CH:18][CH:17]=3)[N:10]=2)=[CH:5][CH:4]=1.C(N(CC)CC)C.[C:38](OC(=O)C)(=[O:40])[CH3:39]. The catalyst is C1COCC1. The product is [Cl:2][C:3]1[CH:8]=[CH:7][C:6]([C:9]2[CH:14]=[CH:13][N:12]=[C:11]([NH:15][C:16]3[CH:17]=[CH:18][C:19]([C:22]([N:24]4[CH2:25][CH2:26][CH:27]([NH:30][C:38](=[O:40])[CH3:39])[CH2:28][CH2:29]4)=[O:23])=[CH:20][CH:21]=3)[N:10]=2)=[CH:5][CH:4]=1. The yield is 0.460. (4) The reactants are [CH3:1][O:2][C:3]1[C:4]([C:14]#[C:15][C:16]2[CH:21]=[CH:20][CH:19]=[CH:18][CH:17]=2)=[C:5]2[C:10](=[CH:11][CH:12]=1)[C:9](=[O:13])[CH2:8][CH2:7][CH2:6]2. The catalyst is O1CCCC1.[Pd].[O-]S([O-])(=O)=O.[Ba+2]. The product is [CH3:1][O:2][C:3]1[C:4]([CH2:14][CH2:15][C:16]2[CH:17]=[CH:18][CH:19]=[CH:20][CH:21]=2)=[C:5]2[C:10](=[CH:11][CH:12]=1)[C:9](=[O:13])[CH2:8][CH2:7][CH2:6]2. The yield is 1.00.